From a dataset of Forward reaction prediction with 1.9M reactions from USPTO patents (1976-2016). Predict the product of the given reaction. (1) Given the reactants [C:1]([C:4]1[CH:9]=[CH:8][C:7]([C:10]([CH3:14])([CH3:13])[C:11]#[N:12])=[C:6]([CH3:15])[CH:5]=1)(=O)[CH3:2].[BH4-].[Na+].O.[NH3:19], predict the reaction product. The product is: [NH2:19][CH:1]([C:4]1[CH:9]=[CH:8][C:7]([C:10]([CH3:14])([CH3:13])[C:11]#[N:12])=[C:6]([CH3:15])[CH:5]=1)[CH3:2]. (2) Given the reactants CON(C)[C:4](=O)[C:5]1[CH:10]=[C:9]([Br:11])[CH:8]=[CH:7][C:6]=1[C:12]([F:15])([F:14])[F:13].[CH:18]1[CH:19]=[CH:20][C:21]2[S:26][CH:25]=[CH:24][C:22]=2[CH:23]=1, predict the reaction product. The product is: [S:26]1[C:25]([CH2:4][C:5]2[CH:10]=[C:9]([Br:11])[CH:8]=[CH:7][C:6]=2[C:12]([F:15])([F:14])[F:13])=[CH:24][C:22]2[CH:23]=[CH:18][CH:19]=[CH:20][C:21]1=2. (3) Given the reactants [CH3:1][C:2]1[O:3][C:4]([CH3:10])=[C:5]([CH:7]([OH:9])[CH3:8])[N:6]=1, predict the reaction product. The product is: [CH3:1][C:2]1[O:3][C:4]([CH3:10])=[C:5]([C:7](=[O:9])[CH3:8])[N:6]=1. (4) The product is: [CH3:1][O:2][CH2:3][CH2:4][CH:5]([N:10]1[CH:14]=[CH:13][CH:12]=[N:11]1)[C:6]([OH:8])=[O:7]. Given the reactants [CH3:1][O:2][CH2:3][CH2:4][CH:5]([N:10]1[CH:14]=[CH:13][CH:12]=[N:11]1)[C:6]([O:8]C)=[O:7].[OH-].[K+].Cl, predict the reaction product. (5) Given the reactants Br[C:2]1[N:6]2[N:7]=[C:8]([C:11]3[CH:12]=[N:13][N:14]([CH3:16])[CH:15]=3)[CH:9]=[CH:10][C:5]2=[N:4][CH:3]=1.C([Mg]Br)C.[C:21]1([S:27]([N:30]2[C:34]3=[N:35][CH:36]=[CH:37][CH:38]=[C:33]3[C:32]([CH:39]=[O:40])=[CH:31]2)(=[O:29])=[O:28])[CH:26]=[CH:25][CH:24]=[CH:23][CH:22]=1, predict the reaction product. The product is: [C:21]1([S:27]([N:30]2[C:34]3=[N:35][CH:36]=[CH:37][CH:38]=[C:33]3[C:32]([CH:39]([C:2]3[N:6]4[N:7]=[C:8]([C:11]5[CH:12]=[N:13][N:14]([CH3:16])[CH:15]=5)[CH:9]=[CH:10][C:5]4=[N:4][CH:3]=3)[OH:40])=[CH:31]2)(=[O:28])=[O:29])[CH:22]=[CH:23][CH:24]=[CH:25][CH:26]=1.